From a dataset of Reaction yield outcomes from USPTO patents with 853,638 reactions. Predict the reaction yield, written as a fraction of the theoretical maximum amount of product (1.0 means a 100% yield; for example, 0.34 means a 34% yield). The reactants are Br.[NH2:2][C:3]1[C:4]([OH:17])=[C:5]([C:9]2[O:13][C:12]([C:14]([OH:16])=[O:15])=[CH:11][CH:10]=2)[CH:6]=[CH:7][CH:8]=1.[N:18]([O-])=O.[Na+].[CH3:22][C:23]1([CH3:39])[CH2:31][C:30]2[C:25](=[CH:26][CH:27]=[C:28]([N:32]3[C:36](=[O:37])[CH2:35][C:34]([CH3:38])=[N:33]3)[CH:29]=2)[CH2:24]1.C(=O)(O)[O-].[Na+]. The catalyst is Cl.C(O)C. The product is [CH3:22][C:23]1([CH3:39])[CH2:31][C:30]2[C:25](=[CH:26][CH:27]=[C:28]([N:32]3[C:36](=[O:37])[C:35](=[N:18][NH:2][C:3]4[C:4]([OH:17])=[C:5]([C:9]5[O:13][C:12]([C:14]([OH:16])=[O:15])=[CH:11][CH:10]=5)[CH:6]=[CH:7][CH:8]=4)[C:34]([CH3:38])=[N:33]3)[CH:29]=2)[CH2:24]1. The yield is 0.316.